Dataset: Full USPTO retrosynthesis dataset with 1.9M reactions from patents (1976-2016). Task: Predict the reactants needed to synthesize the given product. (1) Given the product [Cl:17][C:7]1[C:6]2[C:11](=[CH:12][CH:13]=[C:4]([N+:1]([O-:3])=[O:2])[CH:5]=2)[N:10]=[CH:9][N:8]=1, predict the reactants needed to synthesize it. The reactants are: [N+:1]([C:4]1[CH:5]=[C:6]2[C:11](=[CH:12][CH:13]=1)[N:10]=[CH:9][N:8]=[C:7]2O)([O-:3])=[O:2].O=P(Cl)(Cl)[Cl:17]. (2) Given the product [Cl:18][C:15]1[CH:16]=[CH:17][C:12]([C:5]2[C:6]3[C:11](=[CH:10][CH:9]=[CH:8][CH:7]=3)[C:2]([NH:37][C:34]3[CH:33]=[CH:32][C:31]([S:30][C:27]4[CH:26]=[CH:25][N:24]=[C:23]5[CH:22]=[CH:21][O:29][C:28]=45)=[CH:36][CH:35]=3)=[N:3][N:4]=2)=[N:13][CH:14]=1, predict the reactants needed to synthesize it. The reactants are: Cl[C:2]1[C:11]2[C:6](=[CH:7][CH:8]=[CH:9][CH:10]=2)[C:5]([C:12]2[CH:17]=[CH:16][C:15]([Cl:18])=[CH:14][N:13]=2)=[N:4][N:3]=1.C[Si](C)(C)[C:21]1[O:29][C:28]2[C:23](=[N:24][CH:25]=[CH:26][C:27]=2[S:30][C:31]2[CH:36]=[CH:35][C:34]([NH2:37])=[CH:33][CH:32]=2)[CH:22]=1.CCCC[N+](CCCC)(CCCC)CCCC.[F-].